Task: Predict the reaction yield, written as a fraction of the theoretical maximum amount of product (1.0 means a 100% yield; for example, 0.34 means a 34% yield).. Dataset: Reaction yield outcomes from USPTO patents with 853,638 reactions The reactants are [C:1]1([C:7]2[C:15]3[C:14](=O)[NH:13][CH:12]=[N:11][C:10]=3[O:9][C:8]=2[C:17]2[CH:22]=[CH:21][CH:20]=[CH:19][CH:18]=2)[CH:6]=[CH:5][CH:4]=[CH:3][CH:2]=1.O=P(Cl)(Cl)[Cl:25].C(=O)(O)[O-].[Na+]. The catalyst is O. The product is [Cl:25][C:14]1[C:15]2[C:7]([C:1]3[CH:6]=[CH:5][CH:4]=[CH:3][CH:2]=3)=[C:8]([C:17]3[CH:22]=[CH:21][CH:20]=[CH:19][CH:18]=3)[O:9][C:10]=2[N:11]=[CH:12][N:13]=1. The yield is 0.630.